Predict the reaction yield, written as a fraction of the theoretical maximum amount of product (1.0 means a 100% yield; for example, 0.34 means a 34% yield). From a dataset of Reaction yield outcomes from USPTO patents with 853,638 reactions. (1) The reactants are O.[NH2:2][C:3]1[C:4]2[C:5]3[C:6](=[N:18][N:19]([CH2:21][C:22]4[C:27]([Cl:28])=[C:26]([O:29][CH3:30])[C:25]([CH3:31])=[CH:24][N:23]=4)[N:20]=2)[CH:7]=[C:8]([CH2:13][C:14]([NH:16][CH3:17])=[O:15])[C:9]=3[CH2:10][S:11][N:12]=1.O.C(O)C.Cl. The catalyst is C(O)C. The product is [ClH:28].[NH2:2][C:3]1[C:4]2[C:5]3[C:6](=[N:18][N:19]([CH2:21][C:22]4[C:27]([Cl:28])=[C:26]([O:29][CH3:30])[C:25]([CH3:31])=[CH:24][N:23]=4)[N:20]=2)[CH:7]=[C:8]([CH2:13][C:14]([NH:16][CH3:17])=[O:15])[C:9]=3[CH2:10][S:11][N:12]=1. The yield is 0.930. (2) The reactants are CON(C)[C:4]([C:6]1[CH:7]=[C:8]2[C:12](=[CH:13][CH:14]=1)[NH:11][N:10]=[C:9]2[C:15]1[NH:16][C:17]2[C:18]([N:31]=1)=[CH:19][C:20]1[C:21]([CH3:30])([CH3:29])[C:22](=[O:28])[N:23]([CH2:26][CH3:27])[C:24]=1[CH:25]=2)=[O:5].[CH3:33][Mg]I.O.C(O)(=O)C. The catalyst is C1COCC1. The product is [C:4]([C:6]1[CH:7]=[C:8]2[C:12](=[CH:13][CH:14]=1)[NH:11][N:10]=[C:9]2[C:15]1[NH:16][C:17]2[C:18]([N:31]=1)=[CH:19][C:20]1[C:21]([CH3:30])([CH3:29])[C:22](=[O:28])[N:23]([CH2:26][CH3:27])[C:24]=1[CH:25]=2)(=[O:5])[CH3:33]. The yield is 0.350.